From a dataset of NCI-60 drug combinations with 297,098 pairs across 59 cell lines. Regression. Given two drug SMILES strings and cell line genomic features, predict the synergy score measuring deviation from expected non-interaction effect. (1) Drug 1: CC1CCC2CC(C(=CC=CC=CC(CC(C(=O)C(C(C(=CC(C(=O)CC(OC(=O)C3CCCCN3C(=O)C(=O)C1(O2)O)C(C)CC4CCC(C(C4)OC)O)C)C)O)OC)C)C)C)OC. Drug 2: C(CN)CNCCSP(=O)(O)O. Cell line: UACC-257. Synergy scores: CSS=-0.496, Synergy_ZIP=-0.220, Synergy_Bliss=-2.27, Synergy_Loewe=-1.12, Synergy_HSA=-3.86. (2) Drug 1: CC12CCC(CC1=CCC3C2CCC4(C3CC=C4C5=CN=CC=C5)C)O. Drug 2: CN1CCC(CC1)COC2=C(C=C3C(=C2)N=CN=C3NC4=C(C=C(C=C4)Br)F)OC. Cell line: HS 578T. Synergy scores: CSS=-4.66, Synergy_ZIP=13.5, Synergy_Bliss=6.48, Synergy_Loewe=-3.64, Synergy_HSA=-0.427.